This data is from Forward reaction prediction with 1.9M reactions from USPTO patents (1976-2016). The task is: Predict the product of the given reaction. (1) Given the reactants Cl[C:2]1[N:3]=[CH:4][C:5]2[N:10]=[N:9][N:8]([C:11]3[CH:16]=[CH:15][C:14]([O:17][CH3:18])=[CH:13][CH:12]=3)[C:6]=2[N:7]=1.C(OC([N:26]1[CH:30]=[C:29]([NH2:31])[CH:28]=[N:27]1)=O)(C)(C)C.O, predict the reaction product. The product is: [CH3:18][O:17][C:14]1[CH:15]=[CH:16][C:11]([N:8]2[C:6]3[N:7]=[C:2]([NH:31][C:29]4[CH:30]=[N:26][NH:27][CH:28]=4)[N:3]=[CH:4][C:5]=3[N:10]=[N:9]2)=[CH:12][CH:13]=1. (2) Given the reactants C(OC(=O)C[C@@H](NC(OC(C)(C)C)=O)C([NH:14][C@H:15]([C:20](=[O:23])[NH:21]C)[C:16]([CH3:19])([CH3:18])[CH3:17])=O)C1C=CC=CC=1.FC(F)(F)C(O)=O.Cl.[CH2:41]([O:48][C:49](=[O:72])[CH2:50][C@@H:51]([N:55]1[CH:59]=[CH:58][C:57]([C:60]2[CH:65]=[CH:64][C:63]([C:66]3[CH:71]=[CH:70][N:69]=[CH:68][CH:67]=3)=[CH:62][CH:61]=2)=[CH:56]1)[C:52](O)=[O:53])[C:42]1[CH:47]=[CH:46][CH:45]=[CH:44][CH:43]=1.CN(C(ON1N=[N:88][C:83]2[CH:84]=[CH:85][CH:86]=[CH:87]C1=2)=[N+](C)C)C.[B-](F)(F)(F)F, predict the reaction product. The product is: [CH2:41]([O:48][C:49](=[O:72])[CH2:50][C@@H:51]([N:55]1[CH:59]=[CH:58][C:57]([C:60]2[CH:61]=[CH:62][C:63]([C:66]3[CH:71]=[CH:70][N:69]=[CH:68][CH:67]=3)=[CH:64][CH:65]=2)=[CH:56]1)[C:52]([NH:14][C@H:15]([C:20](=[O:23])[NH:21][C:85]1[CH:84]=[CH:83][N:88]=[CH:87][CH:86]=1)[C:16]([CH3:19])([CH3:18])[CH3:17])=[O:53])[C:42]1[CH:47]=[CH:46][CH:45]=[CH:44][CH:43]=1. (3) Given the reactants [CH2:1]([N:8]([CH2:38][C:39]1[CH:44]=[CH:43][CH:42]=[CH:41][CH:40]=1)[CH:9]1[CH2:14][CH2:13][CH:12]([C:15](=O)[CH2:16][NH:17][C:18]2[N:19]=[C:20]3[CH:26]=[CH:25][N:24]([S:27]([C:30]4[CH:36]=[CH:35][C:33]([CH3:34])=[CH:32][CH:31]=4)(=[O:29])=[O:28])[C:21]3=[N:22][CH:23]=2)[CH2:11][CH2:10]1)[C:2]1[CH:7]=[CH:6][CH:5]=[CH:4][CH:3]=1, predict the reaction product. The product is: [CH2:1]([N:8]([CH2:38][C:39]1[CH:44]=[CH:43][CH:42]=[CH:41][CH:40]=1)[CH:9]1[CH2:14][CH2:13][CH:12]([C:15]2[N:19]3[C:20]4[CH:26]=[CH:25][N:24]([S:27]([C:30]5[CH:36]=[CH:35][C:33]([CH3:34])=[CH:32][CH:31]=5)(=[O:29])=[O:28])[C:21]=4[N:22]=[CH:23][C:18]3=[N:17][CH:16]=2)[CH2:11][CH2:10]1)[C:2]1[CH:7]=[CH:6][CH:5]=[CH:4][CH:3]=1. (4) Given the reactants [C:1]([OH:8])(=[O:7])/C=C/C(O)=O.[F:9][CH:10]([F:30])[O:11][C:12]1[CH:29]=[CH:28][C:15]([CH2:16][C@]2(CC)CNCCN2C(O)=O)=[CH:14][CH:13]=1.C(N1C=CN=C1)([N:33]1C=CN=C1)=O.Cl.[CH2:44]([NH:51][CH2:52][CH:53](O)[CH3:54])[C:45]1C=CC=C[CH:46]=1, predict the reaction product. The product is: [CH3:54][C@@H:53]1[CH2:52][NH:51][CH2:44][C@@H:45]([CH3:46])[N:33]1[C:1]([O:8][CH2:16][C:15]1[CH:14]=[CH:13][C:12]([O:11][CH:10]([F:9])[F:30])=[CH:29][CH:28]=1)=[O:7]. (5) The product is: [F:14][C:15]([F:24])([C:20]([F:21])([F:22])[F:23])[CH2:16][CH2:17][C:18]([OH:3])=[O:19]. Given the reactants CC(C)=[O:3].OS(O)(=O)=O.O=[Cr](=O)=O.[F:14][C:15]([F:24])([C:20]([F:23])([F:22])[F:21])[CH2:16][CH2:17][CH2:18][OH:19], predict the reaction product. (6) Given the reactants Br[C:2]1[CH:7]=[CH:6][C:5]([C:8]2[C:12]([C:13]3[CH:18]=[CH:17][CH:16]=[CH:15][CH:14]=3)=[C:11]([CH3:19])[O:10][N:9]=2)=[CH:4][CH:3]=1.C(OCC)(=O)C.O.[CH3:27][N:28](C=O)C, predict the reaction product. The product is: [CH3:19][C:11]1[O:10][N:9]=[C:8]([C:5]2[CH:6]=[CH:7][C:2]([C:27]#[N:28])=[CH:3][CH:4]=2)[C:12]=1[C:13]1[CH:18]=[CH:17][CH:16]=[CH:15][CH:14]=1.